Dataset: NCI-60 drug combinations with 297,098 pairs across 59 cell lines. Task: Regression. Given two drug SMILES strings and cell line genomic features, predict the synergy score measuring deviation from expected non-interaction effect. Drug 1: C1CC(CCC1OC2=C(C(=CC=C2)Cl)F)(CC3=NC(=CC=C3)NC4=NC=CS4)C(=O)O. Drug 2: CCC1=C2N=C(C=C(N2N=C1)NCC3=C[N+](=CC=C3)[O-])N4CCCCC4CCO. Cell line: OVCAR3. Synergy scores: CSS=45.2, Synergy_ZIP=0.692, Synergy_Bliss=3.34, Synergy_Loewe=-11.6, Synergy_HSA=4.10.